From a dataset of Full USPTO retrosynthesis dataset with 1.9M reactions from patents (1976-2016). Predict the reactants needed to synthesize the given product. Given the product [Cl:1][C:2]1[N:7]=[C:6]([NH:12][C:13]2[CH:21]=[CH:20][C:16]([C:17]([NH2:19])=[O:18])=[CH:15][CH:14]=2)[C:5]([N+:9]([O-:11])=[O:10])=[CH:4][N:3]=1, predict the reactants needed to synthesize it. The reactants are: [Cl:1][C:2]1[N:7]=[C:6](Cl)[C:5]([N+:9]([O-:11])=[O:10])=[CH:4][N:3]=1.[NH2:12][C:13]1[CH:21]=[CH:20][C:16]([C:17]([NH2:19])=[O:18])=[CH:15][CH:14]=1.